Dataset: Catalyst prediction with 721,799 reactions and 888 catalyst types from USPTO. Task: Predict which catalyst facilitates the given reaction. Reactant: [CH:1]1([C:4]2[CH:8]=[C:7]([CH:9]3[CH2:11][CH2:10]3)[N:6]([C:12]3[CH:17]=[CH:16][C:15]([NH:18][C:19](=[O:27])[CH2:20][C:21]4[CH:22]=[N:23][CH:24]=[CH:25][CH:26]=4)=[CH:14][CH:13]=3)[N:5]=2)[CH2:3][CH2:2]1.N1C=CC=C(CC(O)=O)C=1.[ClH:38]. Product: [ClH:38].[CH:1]1([C:4]2[CH:8]=[C:7]([CH:9]3[CH2:10][CH2:11]3)[N:6]([C:12]3[CH:17]=[CH:16][C:15]([NH:18][C:19](=[O:27])[CH2:20][C:21]4[CH:22]=[N:23][CH:24]=[CH:25][CH:26]=4)=[CH:14][CH:13]=3)[N:5]=2)[CH2:3][CH2:2]1. The catalyst class is: 165.